From a dataset of Reaction yield outcomes from USPTO patents with 853,638 reactions. Predict the reaction yield, written as a fraction of the theoretical maximum amount of product (1.0 means a 100% yield; for example, 0.34 means a 34% yield). (1) The reactants are [CH3:1][C:2]1[S:3][C:4]2[CH:10]=[CH:9][C:8]([NH2:11])=[CH:7][C:5]=2[N:6]=1.[Br-].[NH:13]1[C:17]2[CH:18]=[CH:19][CH:20]=[CH:21][C:16]=2[N:15]=[CH:14]1.[CH3:22][C:23](C)([O-:25])C.[K+]. No catalyst specified. The product is [N:13]1([CH2:22][C:23]([NH:11][C:8]2[CH:9]=[CH:10][C:4]3[S:3][C:2]([CH3:1])=[N:6][C:5]=3[CH:7]=2)=[O:25])[C:17]2[CH:18]=[CH:19][CH:20]=[CH:21][C:16]=2[N:15]=[CH:14]1. The yield is 0.0600. (2) The reactants are [CH2:1]([NH:8][C:9](=[O:41])[NH:10][C@H:11]([C:28](=[O:40])[NH:29][C:30]1[CH:31]=[CH:32][CH:33]=[C:34]2[C:39]=1[N:38]=[CH:37][CH:36]=[CH:35]2)[CH2:12][CH2:13][CH2:14][CH2:15][NH:16][S:17]([NH:20]C(=O)OC(C)(C)C)(=[O:19])=[O:18])[C:2]1[CH:7]=[CH:6][CH:5]=[CH:4][CH:3]=1.S(N)(N)(=O)=O. The catalyst is CCOC(C)=O. The product is [CH2:1]([NH:8][C:9](=[O:41])[NH:10][C@@H:11]([CH2:12][CH2:13][CH2:14][CH2:15][NH:16][S:17](=[O:19])(=[O:18])[NH2:20])[C:28]([NH:29][C:30]1[CH:31]=[CH:32][CH:33]=[C:34]2[C:39]=1[N:38]=[CH:37][CH:36]=[CH:35]2)=[O:40])[C:2]1[CH:7]=[CH:6][CH:5]=[CH:4][CH:3]=1. The yield is 0.560. (3) The reactants are [CH3:1][C:2]1[C:10]([N+:11]([O-:13])=[O:12])=[CH:9][CH:8]=[CH:7][C:3]=1[C:4]([OH:6])=[O:5].[Br:14]N1C(C)(C)C(=O)N(Br)C1=O. The catalyst is OS(O)(=O)=O. The product is [Br:14][C:8]1[CH:9]=[C:10]([N+:11]([O-:13])=[O:12])[C:2]([CH3:1])=[C:3]([CH:7]=1)[C:4]([OH:6])=[O:5]. The yield is 0.980. (4) The reactants are [Na].F[C:3]1[CH:8]=[C:7]([C:9]2[C:10]([C:21]3[O:22][CH:23]=[CH:24][CH:25]=3)=[N:11][C:12]([NH2:20])=[N:13][C:14]=2[C:15]2[O:16][CH:17]=[CH:18][CH:19]=2)[CH:6]=[CH:5][N:4]=1. The catalyst is C(O)CCC. The product is [CH2:15]([O:16][C:3]1[CH:8]=[C:7]([C:9]2[C:10]([C:21]3[O:22][CH:23]=[CH:24][CH:25]=3)=[N:11][C:12]([NH2:20])=[N:13][C:14]=2[C:15]2[O:16][CH:17]=[CH:18][CH:19]=2)[CH:6]=[CH:5][N:4]=1)[CH2:14][CH2:9][CH3:7]. The yield is 0.540. (5) The reactants are [CH2:1]1[C:3]2([CH2:8][CH2:7][CH2:6][CH2:5][N:4]2[C:9]2[N:13]3[CH:14]=[C:15]([O:18][C@H:19]4[C:28]5[C:23](=[CH:24][CH:25]=[CH:26][CH:27]=5)[C@@H:22]([NH:29][C:30](=[O:55])[NH:31][C:32]5[N:36]([C:37]6[CH:38]=[C:39]([CH:48]=[CH:49][CH:50]=6)[O:40][CH2:41][CH2:42]OS(C)(=O)=O)[N:35]=[C:34]([C:51]([CH3:54])([CH3:53])[CH3:52])[CH:33]=5)[CH2:21][CH2:20]4)[CH:16]=[CH:17][C:12]3=[N:11][N:10]=2)[CH2:2]1.[NH:56]1[CH2:61][CH2:60][O:59][CH2:58][CH2:57]1. The catalyst is C1COCC1. The product is [CH:30]([OH:55])=[O:59].[CH2:2]1[C:3]2([CH2:8][CH2:7][CH2:6][CH2:5][N:4]2[C:9]2[N:13]3[CH:14]=[C:15]([O:18][C@H:19]4[C:28]5[C:23](=[CH:24][CH:25]=[CH:26][CH:27]=5)[C@@H:22]([NH:29][C:30]([NH:31][C:32]5[N:36]([C:37]6[CH:50]=[CH:49][CH:48]=[C:39]([O:40][CH2:41][CH2:42][N:56]7[CH2:61][CH2:60][O:59][CH2:58][CH2:57]7)[CH:38]=6)[N:35]=[C:34]([C:51]([CH3:54])([CH3:52])[CH3:53])[CH:33]=5)=[O:55])[CH2:21][CH2:20]4)[CH:16]=[CH:17][C:12]3=[N:11][N:10]=2)[CH2:1]1. The yield is 0.540. (6) The reactants are [OH:1][C:2]1[C:10]2[N:9]=[C:8]([C:11]3[CH:16]=[CH:15][CH:14]=[CH:13][CH:12]=3)[NH:7][C:6]=2[C:5]([C:17]([OH:19])=O)=[CH:4][CH:3]=1.[NH2:20][CH2:21][CH:22]1[CH2:27][CH2:26][CH2:25][N:24](C(OC(C)(C)C)=O)[CH2:23]1. No catalyst specified. The product is [OH:1][C:2]1[C:10]2[N:9]=[C:8]([C:11]3[CH:12]=[CH:13][CH:14]=[CH:15][CH:16]=3)[NH:7][C:6]=2[C:5]([C:17]([NH:20][CH2:21][CH:22]2[CH2:27][CH2:26][CH2:25][NH:24][CH2:23]2)=[O:19])=[CH:4][CH:3]=1. The yield is 0.230.